Dataset: Reaction yield outcomes from USPTO patents with 853,638 reactions. Task: Predict the reaction yield, written as a fraction of the theoretical maximum amount of product (1.0 means a 100% yield; for example, 0.34 means a 34% yield). (1) The reactants are [Cl:1][C:2]1[C:7]([C:8]([F:11])([F:10])[F:9])=[CH:6][CH:5]=[C:4](Cl)[N:3]=1.[NH3:13]. No catalyst specified. The product is [Cl:1][C:2]1[N:3]=[C:4]([NH2:13])[CH:5]=[CH:6][C:7]=1[C:8]([F:11])([F:10])[F:9]. The yield is 0.460. (2) The reactants are Br[CH2:2][C:3]([CH3:20])=[CH:4][CH2:5][C:6]1[C:14]([OH:15])=[C:13]2[C:9]([CH2:10][O:11][C:12]2=[O:16])=[C:8]([CH3:17])[C:7]=1[O:18][CH3:19].[CH3:21][O:22][P:23]([O:26]C)[O:24][CH3:25]. No catalyst specified. The product is [CH3:21][O:22][P:23]([CH2:2][C:3]([CH3:20])=[CH:4][CH2:5][C:6]1[C:14]([OH:15])=[C:13]2[C:9](=[C:8]([CH3:17])[C:7]=1[O:18][CH3:19])[CH2:10][O:11][C:12]2=[O:16])(=[O:26])[O:24][CH3:25]. The yield is 0.600.